From a dataset of Peptide-MHC class I binding affinity with 185,985 pairs from IEDB/IMGT. Regression. Given a peptide amino acid sequence and an MHC pseudo amino acid sequence, predict their binding affinity value. This is MHC class I binding data. (1) The peptide sequence is QELLIQQWI. The MHC is HLA-B44:02 with pseudo-sequence HLA-B44:02. The binding affinity (normalized) is 0.583. (2) The peptide sequence is CEKRLLLKL. The MHC is HLA-B35:01 with pseudo-sequence HLA-B35:01. The binding affinity (normalized) is 0.0847. (3) The peptide sequence is RLSDPRFSQ. The MHC is HLA-A02:19 with pseudo-sequence HLA-A02:19. The binding affinity (normalized) is 0.0847. (4) The peptide sequence is DEIMRMCHE. The MHC is H-2-Kb with pseudo-sequence H-2-Kb. The binding affinity (normalized) is 0. (5) The peptide sequence is WPAGRLVEA. The MHC is HLA-A02:01 with pseudo-sequence HLA-A02:01. The binding affinity (normalized) is 0.0847. (6) The binding affinity (normalized) is 0.792. The peptide sequence is GYIGSHTGL. The MHC is H-2-Kd with pseudo-sequence H-2-Kd. (7) The peptide sequence is LLAEMNRKR. The MHC is HLA-A68:01 with pseudo-sequence HLA-A68:01. The binding affinity (normalized) is 0.333.